Dataset: Forward reaction prediction with 1.9M reactions from USPTO patents (1976-2016). Task: Predict the product of the given reaction. (1) Given the reactants C(N(CC)CC)C.[Cl:8][C:9]1[C:14]([N+:15]([O-:17])=[O:16])=[C:13](Cl)[C:12]([CH3:19])=[C:11]([CH3:20])[N:10]=1.[N:21]1[CH:26]=[CH:25][C:24]([CH2:27][O:28][CH2:29][CH2:30][NH2:31])=[CH:23][CH:22]=1.O, predict the reaction product. The product is: [Cl:8][C:9]1[C:14]([N+:15]([O-:17])=[O:16])=[C:13]([NH:31][CH2:30][CH2:29][O:28][CH2:27][C:24]2[CH:23]=[CH:22][N:21]=[CH:26][CH:25]=2)[C:12]([CH3:19])=[C:11]([CH3:20])[N:10]=1. (2) Given the reactants [OH:1][C:2]([CH:5]1[CH2:9][O:8][C:7]([CH3:11])([CH3:10])[N:6]1[C:12]([O:14][C:15]([CH3:18])([CH3:17])[CH3:16])=[O:13])([CH3:4])[CH3:3].[CH3:19]I.[H-].[Na+].O, predict the reaction product. The product is: [CH3:19][O:1][C:2]([CH:5]1[CH2:9][O:8][C:7]([CH3:10])([CH3:11])[N:6]1[C:12]([O:14][C:15]([CH3:18])([CH3:17])[CH3:16])=[O:13])([CH3:4])[CH3:3]. (3) The product is: [F:24][C:22]1([F:25])[CH2:23][C@@H:21]1[CH2:20][O:19][C:17]1[N:16]=[C:15]([N:26]2[CH2:31][CH2:30][CH:29]([C:32]3[C:40]4[C:35](=[N:36][CH:37]=[CH:38][CH:39]=4)[NH:34][N:33]=3)[CH2:28][CH2:27]2)[N:14]=[C:13]([CH:2]([C:1]#[N:5])[C:3]#[N:4])[N:18]=1. Given the reactants [C:1](#[N:5])[CH2:2][C:3]#[N:4].C([O-])([O-])=O.[K+].[K+].Cl[C:13]1[N:18]=[C:17]([O:19][CH2:20][C@H:21]2[CH2:23][C:22]2([F:25])[F:24])[N:16]=[C:15]([N:26]2[CH2:31][CH2:30][CH:29]([C:32]3[C:40]4[C:35](=[N:36][CH:37]=[CH:38][CH:39]=4)[NH:34][N:33]=3)[CH2:28][CH2:27]2)[N:14]=1.C(Cl)Cl, predict the reaction product. (4) Given the reactants [Cl:1][CH2:2][CH2:3][O:4][C:5]1[CH:6]=[C:7]([N:28]2[CH2:33][CH2:32][N:31]([CH3:34])[CH2:30][CH2:29]2)[CH:8]=[C:9]([CH2:14][S:15]([C:18]2[C:27]3[C:22](=[CH:23][CH:24]=[CH:25][CH:26]=3)[CH:21]=[CH:20][CH:19]=2)(=[O:17])=[O:16])[C:10]=1[N+:11]([O-])=O.C1COCC1, predict the reaction product. The product is: [Cl:1][CH2:2][CH2:3][O:4][C:5]1[CH:6]=[C:7]([N:28]2[CH2:29][CH2:30][N:31]([CH3:34])[CH2:32][CH2:33]2)[CH:8]=[C:9]([CH2:14][S:15]([C:18]2[C:27]3[C:22](=[CH:23][CH:24]=[CH:25][CH:26]=3)[CH:21]=[CH:20][CH:19]=2)(=[O:17])=[O:16])[C:10]=1[NH2:11]. (5) Given the reactants [CH2:1]([OH:11])[CH2:2][CH2:3][CH2:4][CH2:5][CH2:6][CH2:7][CH2:8][CH2:9][OH:10].[CH2:12]([CH:16]([CH2:20][CH2:21][CH2:22][CH2:23][CH2:24][CH3:25])[C:17](O)=[O:18])[CH2:13][CH2:14][CH3:15].C1CCC(N=C=NC2CCCCC2)CC1, predict the reaction product. The product is: [CH2:12]([CH:16]([CH2:20][CH2:21][CH2:22][CH2:23][CH2:24][CH3:25])[C:17]([O:11][CH2:1][CH2:2][CH2:3][CH2:4][CH2:5][CH2:6][CH2:7][CH2:8][CH2:9][OH:10])=[O:18])[CH2:13][CH2:14][CH3:15]. (6) Given the reactants Br[C:2]1[CH:3]=[C:4]([CH:7]=[CH:8][C:9]=1[CH:10]1[N:15]([CH3:16])[C:14](=[O:17])[N:13]([C:18]2[CH:23]=[CH:22][CH:21]=[C:20]([C:24]([F:27])([F:26])[F:25])[CH:19]=2)[C:12]2[CH2:28][CH2:29][NH:30][C:31](=[O:32])[C:11]1=2)[C:5]#[N:6].[C:33]([O-:36])(=[O:35])C.[Na+].[C]=O.[CH3:40]O, predict the reaction product. The product is: [C:5]([C:4]1[CH:7]=[CH:8][C:9]([CH:10]2[N:15]([CH3:16])[C:14](=[O:17])[N:13]([C:18]3[CH:23]=[CH:22][CH:21]=[C:20]([C:24]([F:27])([F:26])[F:25])[CH:19]=3)[C:12]3[CH2:28][CH2:29][NH:30][C:31](=[O:32])[C:11]2=3)=[C:2]([CH:3]=1)[C:33]([O:36][CH3:40])=[O:35])#[N:6].